From a dataset of hERG Central: cardiac toxicity at 1µM, 10µM, and general inhibition. Predict hERG channel inhibition at various concentrations. The drug is COc1cccc(C(=O)C2CCCN(Cc3cccc(-n4cccn4)c3)C2)c1. Results: hERG_inhib (hERG inhibition (general)): blocker.